From a dataset of Catalyst prediction with 721,799 reactions and 888 catalyst types from USPTO. Predict which catalyst facilitates the given reaction. (1) Reactant: [C:1]12([CH2:11][NH:12][C:13]([C:15]3[CH:20]=[CH:19][CH:18]=[C:17]([NH2:21])[N:16]=3)=[O:14])[CH2:10][CH:5]3[CH2:6][CH:7]([CH2:9][CH:3]([CH2:4]3)[CH2:2]1)[CH2:8]2.Br[CH2:23][C:24](=O)[C:25]([O:27][CH2:28][CH3:29])=[O:26]. Product: [C:1]12([CH2:11][NH:12][C:13]([C:15]3[N:16]4[CH:23]=[C:24]([C:25]([O:27][CH2:28][CH3:29])=[O:26])[N:21]=[C:17]4[CH:18]=[CH:19][CH:20]=3)=[O:14])[CH2:2][CH:3]3[CH2:9][CH:7]([CH2:6][CH:5]([CH2:4]3)[CH2:10]1)[CH2:8]2. The catalyst class is: 14. (2) Reactant: [OH:1][C:2]1([CH3:26])[CH2:7][CH2:6][N:5]([C@H:8]([C:20]2[CH:25]=[CH:24][CH:23]=[CH:22][CH:21]=2)[C:9]([O:11][C@H](C2C=CC=CC=2)C)=[O:10])[CH2:4][CH2:3]1.FC(F)(F)C(O)=O. Product: [OH:1][C:2]1([CH3:26])[CH2:3][CH2:4][N:5]([C@H:8]([C:20]2[CH:25]=[CH:24][CH:23]=[CH:22][CH:21]=2)[C:9]([OH:11])=[O:10])[CH2:6][CH2:7]1. The catalyst class is: 4.